From a dataset of Reaction yield outcomes from USPTO patents with 853,638 reactions. Predict the reaction yield, written as a fraction of the theoretical maximum amount of product (1.0 means a 100% yield; for example, 0.34 means a 34% yield). (1) The reactants are [F:1][C:2]1[CH:32]=[C:31]([N+:33]([O-:35])=[O:34])[CH:30]=[CH:29][C:3]=1[O:4][C:5]1[CH:10]=[CH:9][N:8]=[C:7]2[CH:11]=[C:12]([C:14]3[CH2:19][CH2:18][N:17]([C:20](=[O:28])[CH2:21][CH2:22][NH:23][CH2:24][CH2:25][O:26][CH3:27])[CH2:16][CH:15]=3)[S:13][C:6]=12.[C:36](O[C:36]([O:38][C:39]([CH3:42])([CH3:41])[CH3:40])=[O:37])([O:38][C:39]([CH3:42])([CH3:41])[CH3:40])=[O:37]. The yield is 0.990. The product is [F:1][C:2]1[CH:32]=[C:31]([N+:33]([O-:35])=[O:34])[CH:30]=[CH:29][C:3]=1[O:4][C:5]1[CH:10]=[CH:9][N:8]=[C:7]2[CH:11]=[C:12]([C:14]3[CH2:19][CH2:18][N:17]([C:20](=[O:28])[CH2:21][CH2:22][N:23]([CH2:24][CH2:25][O:26][CH3:27])[C:36](=[O:37])[O:38][C:39]([CH3:42])([CH3:41])[CH3:40])[CH2:16][CH:15]=3)[S:13][C:6]=12. No catalyst specified. (2) The reactants are Cl[CH2:2][CH2:3][CH2:4]/[C:5](=[N:13]\[S@:14]([C:16]([CH3:19])([CH3:18])[CH3:17])=[O:15])/[C:6]1[CH:11]=[CH:10][C:9]([Br:12])=[CH:8][CH:7]=1.CC(C[AlH]CC(C)C)C.[Li+].C[Si]([N-][Si](C)(C)C)(C)C. The catalyst is C(Cl)(Cl)Cl. The product is [CH3:17][C:16]([S@@:14]([N:13]1[CH2:2][CH2:3][CH2:4][C@H:5]1[C:6]1[CH:11]=[CH:10][C:9]([Br:12])=[CH:8][CH:7]=1)=[O:15])([CH3:19])[CH3:18]. The yield is 0.900. (3) The reactants are [CH3:1][C:2]1[C:6]([C:7]2[CH:8]=[C:9]([NH2:13])[CH:10]=[N:11][CH:12]=2)=[C:5]([CH3:14])[O:4][N:3]=1.Br[C:16]1[CH:17]=[C:18]([CH:23]=[CH:24][CH:25]=1)[C:19]([O:21][CH3:22])=[O:20].C([O-])([O-])=O.[Cs+].[Cs+]. The catalyst is C1(C)C=CC=CC=1.CC(C1C=C(C(C)C)C(C2C=CC=C(P(C3CCCCC3)C3CCCCC3)C=2)=C(C(C)C)C=1)C.C1C=[C-]C(C2C(N)=CC=CC=2)=CC=1.Cl[Pd+]. The product is [CH3:1][C:2]1[C:6]([C:7]2[CH:8]=[C:9]([NH:13][C:16]3[CH:17]=[C:18]([CH:23]=[CH:24][CH:25]=3)[C:19]([O:21][CH3:22])=[O:20])[CH:10]=[N:11][CH:12]=2)=[C:5]([CH3:14])[O:4][N:3]=1. The yield is 0.360. (4) The reactants are [F:1][C:2]1[CH:3]=[C:4]([CH:18]=[C:19]([F:21])[CH:20]=1)[O:5][C:6]1[CH:7]=[CH:8][C:9]2[N:13]=[C:12]([CH2:14][OH:15])[N:11]([CH3:16])[C:10]=2[CH:17]=1.O[C:23]1[CH:24]=[C:25]([CH:30]=[CH:31][CH:32]=1)[C:26]([O:28][CH3:29])=[O:27].C(P(CCCC)CCCC)CCC.N(C(N1CCCCC1)=O)=NC(N1CCCCC1)=O. The catalyst is ClCCl. The product is [F:1][C:2]1[CH:3]=[C:4]([CH:18]=[C:19]([F:21])[CH:20]=1)[O:5][C:6]1[CH:7]=[CH:8][C:9]2[N:13]=[C:12]([CH2:14][O:15][C:23]3[CH:24]=[C:25]([CH:30]=[CH:31][CH:32]=3)[C:26]([O:28][CH3:29])=[O:27])[N:11]([CH3:16])[C:10]=2[CH:17]=1. The yield is 0.860. (5) The reactants are Br[C:2]1[N:6]([CH3:7])[CH:5]=[N:4][C:3]=1[C:8]1[CH:13]=[C:12]([C:14]#[N:15])[CH:11]=[CH:10][N:9]=1.[CH2:16]([C:18]1[CH:23]=[CH:22][C:21](B(O)O)=[CH:20][CH:19]=1)[CH3:17]. No catalyst specified. The product is [CH2:16]([C:18]1[CH:23]=[CH:22][C:21]([C:2]2[N:6]([CH3:7])[CH:5]=[N:4][C:3]=2[C:8]2[CH:13]=[C:12]([C:14]#[N:15])[CH:11]=[CH:10][N:9]=2)=[CH:20][CH:19]=1)[CH3:17]. The yield is 0.900.